From a dataset of Full USPTO retrosynthesis dataset with 1.9M reactions from patents (1976-2016). Predict the reactants needed to synthesize the given product. (1) Given the product [C:11]([O:15][C:16]([N:18]1[CH2:23][CH2:22][N:21]([C:2]2[CH:7]=[CH:6][N:5]=[C:4]3[NH:8][CH:9]=[CH:10][C:3]=23)[CH2:20][CH2:19]1)=[O:17])([CH3:14])([CH3:12])[CH3:13], predict the reactants needed to synthesize it. The reactants are: Cl[C:2]1[CH:7]=[CH:6][N:5]=[C:4]2[NH:8][CH:9]=[CH:10][C:3]=12.[C:11]([O:15][C:16]([N:18]1[CH2:23][CH2:22][NH:21][CH2:20][CH2:19]1)=[O:17])([CH3:14])([CH3:13])[CH3:12].C(Cl)Cl. (2) Given the product [CH3:1][N:2]1[C@@H:19]2[CH2:20][C:7]3[CH:8]=[CH:9][C:10]([O:22][CH3:23])=[C:11]4[O:12][C@H:13]5[C:14]([CH2:16][CH2:17][C@:18]2([OH:21])[C@:5]5([C:6]=34)[CH2:4][CH2:3]1)=[O:15].[ClH:24], predict the reactants needed to synthesize it. The reactants are: [CH3:1][N:2]1[C@@H:19]2[CH2:20][C:7]3[CH:8]=[CH:9][C:10]([O:22][CH3:23])=[C:11]4[O:12][C@H:13]5[C:14]([CH2:16][CH2:17][C@:18]2([OH:21])[C@:5]5([C:6]=34)[CH2:4][CH2:3]1)=[O:15].[ClH:24]. (3) Given the product [CH:6]1[CH2:7][CH2:8][CH2:9][CH2:10][CH2:11][CH2:12][CH:13]=[CH:2][CH:3]=[CH:4][CH:5]=1, predict the reactants needed to synthesize it. The reactants are: O1[CH:3]2[CH2:4][CH2:5][CH2:6][CH2:7][CH2:8][CH2:9][CH2:10][CH2:11][CH2:12][CH2:13][CH:2]12.C=CC=C. (4) Given the product [Cl:18][C:19]1[CH:24]=[C:23]([O:16][C:15]2[C:10]([C:7]3[CH:8]=[CH:9][C:4]([F:3])=[CH:5][CH:6]=3)=[N:11][C:12]([CH3:17])=[CH:13][CH:14]=2)[CH:22]=[CH:21][N:20]=1, predict the reactants needed to synthesize it. The reactants are: [H-].[Na+].[F:3][C:4]1[CH:9]=[CH:8][C:7]([C:10]2[C:15]([OH:16])=[CH:14][CH:13]=[C:12]([CH3:17])[N:11]=2)=[CH:6][CH:5]=1.[Cl:18][C:19]1[CH:24]=[C:23](F)[CH:22]=[CH:21][N:20]=1. (5) Given the product [N:7]1([CH2:17][C:18]([NH:20][C:21]2[CH:26]=[CH:25][CH:24]=[C:23]([C:27]([F:28])([F:29])[F:30])[CH:22]=2)=[O:19])[C:15]2[C:10](=[CH:11][CH:12]=[CH:13][CH:14]=2)[CH:9]=[CH:8]1, predict the reactants needed to synthesize it. The reactants are: CC(C)([O-])C.[K+].[NH:7]1[C:15]2[C:10](=[CH:11][CH:12]=[CH:13][CH:14]=2)[CH:9]=[CH:8]1.Br[CH2:17][C:18]([NH:20][C:21]1[CH:26]=[CH:25][CH:24]=[C:23]([C:27]([F:30])([F:29])[F:28])[CH:22]=1)=[O:19]. (6) Given the product [N+:14]([C:17]1[CH:24]=[CH:23][C:20]([CH2:21][CH2:2][C:1]#[N:4])=[CH:19][CH:18]=1)([O-:16])=[O:15], predict the reactants needed to synthesize it. The reactants are: [C:1](#[N:4])[CH2:2]C.C(N(C(C)C)CC)(C)C.[N+:14]([C:17]1[CH:24]=[CH:23][C:20]([CH2:21]O)=[CH:19][CH:18]=1)([O-:16])=[O:15].[I-].C(C[P+](C)(C)C)#N.Cl. (7) Given the product [NH2:9][C:10]1[C:22]([Cl:1])=[CH:21][C:13]([C:14]([O:16][C:17]([CH3:19])([CH3:20])[CH3:18])=[O:15])=[C:12]([F:23])[CH:11]=1.[NH2:9][C:10]1[CH:22]=[CH:21][C:13]([C:14]([O:16][C:17]([CH3:19])([CH3:20])[CH3:18])=[O:15])=[C:12]([F:23])[C:11]=1[Cl:1], predict the reactants needed to synthesize it. The reactants are: [Cl:1]N1C(=O)CCC1=O.[NH2:9][C:10]1[CH:22]=[CH:21][C:13]([C:14]([O:16][C:17]([CH3:20])([CH3:19])[CH3:18])=[O:15])=[C:12]([F:23])[CH:11]=1.C(OCC)(=O)C. (8) Given the product [F:17][C:14]([F:15])([F:16])[O:13][C:10]1[CH:11]=[CH:12][C:7]2[NH:6][C:5](=[O:18])[CH2:4][CH2:3][C:2](=[O:1])[C:8]=2[CH:9]=1, predict the reactants needed to synthesize it. The reactants are: [OH:1][C:2]1[C:8]2[CH:9]=[C:10]([O:13][C:14]([F:17])([F:16])[F:15])[CH:11]=[CH:12][C:7]=2[NH:6][C:5](=[O:18])[CH2:4][C:3]=1C(OCC)=O. (9) Given the product [CH:1]1([N:4]2[C:8]3([CH2:14][CH2:13][CH2:12][CH2:11][CH2:10][CH2:9]3)[CH2:7][N:6]([C:15]3[CH:16]=[CH:17][C:18]([C:19]([NH2:29])=[O:21])=[CH:22][CH:23]=3)[C:5]2=[O:24])[CH2:3][CH2:2]1, predict the reactants needed to synthesize it. The reactants are: [CH:1]1([N:4]2[C:8]3([CH2:14][CH2:13][CH2:12][CH2:11][CH2:10][CH2:9]3)[CH2:7][N:6]([C:15]3[CH:23]=[CH:22][C:18]([C:19]([OH:21])=O)=[CH:17][CH:16]=3)[C:5]2=[O:24])[CH2:3][CH2:2]1.C([O-])(=O)C.[NH4+:29].